This data is from CYP1A2 inhibition data for predicting drug metabolism from PubChem BioAssay. The task is: Regression/Classification. Given a drug SMILES string, predict its absorption, distribution, metabolism, or excretion properties. Task type varies by dataset: regression for continuous measurements (e.g., permeability, clearance, half-life) or binary classification for categorical outcomes (e.g., BBB penetration, CYP inhibition). Dataset: cyp1a2_veith. (1) The compound is COc1ccc2nccc(C(=O)O)c2c1. The result is 0 (non-inhibitor). (2) The drug is Cc1ccc(S(=O)(=O)Oc2ccc(/C=C(/NC(=O)c3ccccc3)C(=O)Nc3ccccc3)cc2)cc1. The result is 0 (non-inhibitor).